Dataset: Forward reaction prediction with 1.9M reactions from USPTO patents (1976-2016). Task: Predict the product of the given reaction. (1) Given the reactants [OH:1][C:2]1[CH:3]=[C:4]([CH:15]=[C:16]([O:18][C@@H:19]([CH3:23])[CH2:20][O:21][CH3:22])[CH:17]=1)[C:5]([NH:7][C:8]1[CH:13]=[N:12][C:11]([CH3:14])=[CH:10][N:9]=1)=[O:6].F[C:25]1[CH:37]=[N:36][C:28]2[C:29](=[O:35])[N:30]([CH3:34])[CH2:31][CH2:32][O:33][C:27]=2[CH:26]=1.C(=O)([O-])[O-].[K+].[K+], predict the reaction product. The product is: [CH3:23][C@H:19]([O:18][C:16]1[CH:15]=[C:4]([CH:3]=[C:2]([O:1][C:25]2[CH:37]=[N:36][C:28]3[C:29](=[O:35])[N:30]([CH3:34])[CH2:31][CH2:32][O:33][C:27]=3[CH:26]=2)[CH:17]=1)[C:5]([NH:7][C:8]1[CH:13]=[N:12][C:11]([CH3:14])=[CH:10][N:9]=1)=[O:6])[CH2:20][O:21][CH3:22]. (2) Given the reactants C(O[N:9]=[C:10]1[CH2:15][CH2:14][N:13]([C:16]2[O:17][C:18]([CH3:21])=[N:19][N:20]=2)[CH2:12][CH2:11]1)C1C=CC=CC=1, predict the reaction product. The product is: [CH3:21][C:18]1[O:17][C:16]([N:13]2[CH2:12][CH2:11][CH:10]([NH2:9])[CH2:15][CH2:14]2)=[N:20][N:19]=1. (3) Given the reactants [CH2:1]([O:8][CH2:9][CH2:10][NH:11][S:12]([C:15]1[CH:20]=[CH:19][C:18]([Sn](CCCC)(CCCC)CCCC)=[CH:17][CH:16]=1)(=[O:14])=[O:13])[C:2]1[CH:7]=[CH:6][CH:5]=[CH:4][CH:3]=1.Br[C:35]1[N:36]=[C:37]([N:45]2[CH2:50][CH2:49][N:48]([CH2:51][CH3:52])[CH2:47][CH2:46]2)[C:38]2[C:43]([CH:44]=1)=[CH:42][CH:41]=[CH:40][CH:39]=2, predict the reaction product. The product is: [CH2:51]([N:48]1[CH2:47][CH2:46][N:45]([C:37]2[C:38]3[C:43](=[CH:42][CH:41]=[CH:40][CH:39]=3)[CH:44]=[C:35]([C:18]3[CH:17]=[CH:16][C:15]([S:12](=[O:13])(=[O:14])[NH:11][CH2:10][CH2:9][O:8][CH2:1][C:2]4[CH:3]=[CH:4][CH:5]=[CH:6][CH:7]=4)=[CH:20][CH:19]=3)[N:36]=2)[CH2:50][CH2:49]1)[CH3:52]. (4) Given the reactants [CH3:1][N:2]1[CH2:18][CH2:17][C:5]2[NH:6][C:7]3[CH:8]=[CH:9][C:10]([C:13]([F:16])([F:15])[F:14])=[CH:11][C:12]=3[C:4]=2[CH2:3]1.[H-].[Na+].[O:21]1[CH2:23][CH:22]1[C:24]1[CH:29]=[CH:28][N:27]=[CH:26][CH:25]=1.O, predict the reaction product. The product is: [CH3:1][N:2]1[CH2:18][CH2:17][C:5]2[N:6]([CH2:23][CH:22]([C:24]3[CH:29]=[CH:28][N:27]=[CH:26][CH:25]=3)[OH:21])[C:7]3[CH:8]=[CH:9][C:10]([C:13]([F:16])([F:15])[F:14])=[CH:11][C:12]=3[C:4]=2[CH2:3]1. (5) Given the reactants Cl[C:2]1[C:7]([N+:8]([O-:10])=[O:9])=[C:6](Cl)[N:5]=[C:4](/[CH:12]=[CH:13]/[C:14]2[CH:19]=[CH:18][CH:17]=[CH:16][CH:15]=2)[N:3]=1.C(N(CC)CC)C.[NH2:27][C:28]1[CH:32]=[C:31]([CH3:33])[NH:30][N:29]=1.[CH3:34][N:35]1[CH2:40][CH2:39][NH:38][CH2:37][CH2:36]1, predict the reaction product. The product is: [CH3:34][N:35]1[CH2:40][CH2:39][N:38]([C:6]2[N:5]=[C:4](/[CH:12]=[CH:13]/[C:14]3[CH:19]=[CH:18][CH:17]=[CH:16][CH:15]=3)[N:3]=[C:2]([NH:27][C:28]3[NH:29][N:30]=[C:31]([CH3:33])[CH:32]=3)[C:7]=2[N+:8]([O-:10])=[O:9])[CH2:37][CH2:36]1. (6) Given the reactants [N:1]1[C:10]2[C:5](=[CH:6][CH:7]=[CH:8][C:9]=2[NH:11][C:12]([C:14]2[C:18]([CH3:19])=[C:17]([Si](C)(C)C)[NH:16][N:15]=2)=[O:13])[CH:4]=[CH:3][CH:2]=1.CCCC[N+](CCCC)(CCCC)CCCC.[F-].C1COCC1, predict the reaction product. The product is: [N:1]1[C:10]2[C:5](=[CH:6][CH:7]=[CH:8][C:9]=2[NH:11][C:12]([C:14]2[C:18]([CH3:19])=[CH:17][NH:16][N:15]=2)=[O:13])[CH:4]=[CH:3][CH:2]=1. (7) The product is: [F:16][C:17]1[CH:18]=[N:19][CH:20]=[CH:21][C:22]=1[C@@H:23]1[NH:2][CH:3]([C:6]([OH:8])=[O:7])[CH2:4][S:5]1. Given the reactants Cl.[NH2:2][C@H:3]([C:6]([OH:8])=[O:7])[CH2:4][SH:5].C([O-])(=O)C.[K+].CO.[F:16][C:17]1[CH:18]=[N:19][CH:20]=[CH:21][C:22]=1[CH:23]=O, predict the reaction product.